This data is from Catalyst prediction with 721,799 reactions and 888 catalyst types from USPTO. The task is: Predict which catalyst facilitates the given reaction. (1) Reactant: [C:1]([NH:4][CH2:5][CH2:6][CH2:7][S:8]([O:11][CH2:12][C:13]([CH3:38])([CH3:37])[C@@H:14]([O:29]CC1C=CC=CC=1)[C:15]([O:17][CH2:18][O:19][C:20](=[O:28])[CH2:21][C:22]1[CH:27]=[CH:26][CH:25]=[CH:24][CH:23]=1)=[O:16])(=[O:10])=[O:9])(=[O:3])[CH3:2]. Product: [C:1]([NH:4][CH2:5][CH2:6][CH2:7][S:8]([O:11][CH2:12][C:13]([CH3:38])([CH3:37])[C@@H:14]([OH:29])[C:15]([O:17][CH2:18][O:19][C:20](=[O:28])[CH2:21][C:22]1[CH:27]=[CH:26][CH:25]=[CH:24][CH:23]=1)=[O:16])(=[O:10])=[O:9])(=[O:3])[CH3:2]. The catalyst class is: 63. (2) Reactant: [C:1](O)(=O)[C:2]1C=CC=CC=1.Br[C:11](Br)=[CH:12][C:13]1(C=O)[CH:22]=[CH:21][C:20]2[CH2:19][N:18]([CH:23]3[CH2:25][CH2:24]3)[CH2:17][C:16]([CH3:27])([CH3:26])[C:15]=2[CH2:14]1.FC1C=C(O)C=CC=1C(O)=O.C1(N2CC(C)(C)C3C(=CC=C(C=O)C=3)C2)CC1.[OH-].[Na+]. Product: [C:12]([C:13]1[CH:14]=[C:15]2[C:20](=[CH:21][CH:22]=1)[CH:19]([N:18]([CH:23]([CH3:24])[CH3:25])[CH3:17])[CH2:2][CH2:1][C:16]2([CH3:26])[CH3:27])#[CH:11]. The catalyst class is: 214. (3) Reactant: [CH3:1][C:2]1([CH3:10])[O:9][C:7](=[O:8])[CH2:6][C:4](=[O:5])[O:3]1.[CH:11](OC)(OC)OC.[CH3:18][O:19][C:20]1[N:25]=[CH:24][C:23]([NH2:26])=[CH:22][CH:21]=1. Product: [CH3:18][O:19][C:20]1[N:25]=[CH:24][C:23]([NH:26][CH:11]=[C:6]2[C:7](=[O:8])[O:9][C:2]([CH3:10])([CH3:1])[O:3][C:4]2=[O:5])=[CH:22][CH:21]=1. The catalyst class is: 81. (4) Reactant: Cl.[CH2:2]([O:4][C:5](=[O:16])[C@H:6]([CH2:8][C:9]1[CH:14]=[CH:13][C:12]([OH:15])=[CH:11][CH:10]=1)[NH2:7])[CH3:3].C(N(CC)CC)C.[C:24](OC(=O)C)(=[O:26])[CH3:25].O. Product: [CH2:2]([O:4][C:5](=[O:16])[C@H:6]([CH2:8][C:9]1[CH:10]=[CH:11][C:12]([OH:15])=[CH:13][CH:14]=1)[NH:7][C:24](=[O:26])[CH3:25])[CH3:3]. The catalyst class is: 4.